From a dataset of SARS-CoV-2 main protease (3CLPro) crystallographic fragment screen with 879 compounds. Binary Classification. Given a drug SMILES string, predict its activity (active/inactive) in a high-throughput screening assay against a specified biological target. (1) The molecule is CNC(=O)CN1CCNCC1. The result is 0 (inactive). (2) The drug is C[C@@H]1[C@H](C(=O)O)CCCN1S(C)(=O)=O. The result is 0 (inactive). (3) The result is 0 (inactive). The compound is CNc1ncc(C(F)(F)F)cc1Cl. (4) The drug is Cc1cccc(NC(=O)CN2CCOCC2)c1C. The result is 0 (inactive). (5) The compound is O=C(CCl)N1CCOC(c2ccc(F)cc2)C1. The result is 1 (active). (6) The drug is COCC(=O)Nc1ccccc1C(N)=O. The result is 0 (inactive). (7) The compound is Cl.Cl.Cn1cnc(N)c1. The result is 0 (inactive). (8) The drug is COc1ccccc1C12CC1CCN2S(C)(=O)=O. The result is 0 (inactive). (9) The drug is CCNCc1cccc2[nH]ccc12. The result is 0 (inactive). (10) The compound is O=C(Nc1cccc(F)c1)c1cnccn1. The result is 0 (inactive).